Dataset: Peptide-MHC class II binding affinity with 134,281 pairs from IEDB. Task: Regression. Given a peptide amino acid sequence and an MHC pseudo amino acid sequence, predict their binding affinity value. This is MHC class II binding data. (1) The peptide sequence is KLNNQFGSVPALTIA. The MHC is DRB1_0802 with pseudo-sequence DRB1_0802. The binding affinity (normalized) is 0.652. (2) The peptide sequence is YNAVLTHVKINDKCP. The MHC is DRB1_1501 with pseudo-sequence DRB1_1501. The binding affinity (normalized) is 0. (3) The peptide sequence is QKYCPNKICTSKGDS. The MHC is HLA-DPA10201-DPB10101 with pseudo-sequence HLA-DPA10201-DPB10101. The binding affinity (normalized) is 0.105. (4) The peptide sequence is PGPSRGVQGFIFFFL. The MHC is H-2-IEd with pseudo-sequence H-2-IEd. The binding affinity (normalized) is 0. (5) The peptide sequence is INEETAAAIAYGLDR. The MHC is HLA-DQA10102-DQB10602 with pseudo-sequence HLA-DQA10102-DQB10602. The binding affinity (normalized) is 0.956. (6) The peptide sequence is ALEDDLLNRNNSFKP. The MHC is HLA-DQA10401-DQB10402 with pseudo-sequence HLA-DQA10401-DQB10402. The binding affinity (normalized) is 0.0423.